This data is from NCI-60 drug combinations with 297,098 pairs across 59 cell lines. The task is: Regression. Given two drug SMILES strings and cell line genomic features, predict the synergy score measuring deviation from expected non-interaction effect. (1) Drug 1: C1CN(CCN1C(=O)CCBr)C(=O)CCBr. Drug 2: CN(C(=O)NC(C=O)C(C(C(CO)O)O)O)N=O. Cell line: HL-60(TB). Synergy scores: CSS=70.2, Synergy_ZIP=-2.42, Synergy_Bliss=-1.80, Synergy_Loewe=-30.0, Synergy_HSA=-2.65. (2) Drug 1: CC12CCC3C(C1CCC2O)C(CC4=C3C=CC(=C4)O)CCCCCCCCCS(=O)CCCC(C(F)(F)F)(F)F. Drug 2: N.N.Cl[Pt+2]Cl. Cell line: A498. Synergy scores: CSS=12.7, Synergy_ZIP=0.428, Synergy_Bliss=-0.0517, Synergy_Loewe=-13.0, Synergy_HSA=-4.06.